This data is from Full USPTO retrosynthesis dataset with 1.9M reactions from patents (1976-2016). The task is: Predict the reactants needed to synthesize the given product. (1) Given the product [CH2:1]([N:3]1[C:7]2[C:8]([NH:12][C:15](=[S:16])[NH:14][C:17]3[CH:18]=[C:19]([S:28]([NH2:31])(=[O:30])=[O:29])[CH:20]=[CH:21][C:22]=3[O:23][C:24]([F:27])([F:26])[F:25])=[CH:9][CH:10]=[CH:11][C:6]=2[N:5]=[C:4]1[CH3:13])[CH3:2], predict the reactants needed to synthesize it. The reactants are: [CH2:1]([N:3]1[C:7]2[C:8]([NH2:12])=[CH:9][CH:10]=[CH:11][C:6]=2[N:5]=[C:4]1[CH3:13])[CH3:2].[N:14]([C:17]1[CH:18]=[C:19]([S:28]([NH2:31])(=[O:30])=[O:29])[CH:20]=[CH:21][C:22]=1[O:23][C:24]([F:27])([F:26])[F:25])=[C:15]=[S:16].CC1N(C)C2C(NC(=S)NC3C=C(S(N)(=O)=O)C=CC=3OC(C)C)=CC=CC=2N=1. (2) Given the product [F:1][C:2]1[CH:10]=[CH:9][C:5]([C:6]([NH:18][C:19]2[CH:20]=[N:21][C:22]([OH:25])=[CH:23][CH:24]=2)=[O:7])=[CH:4][CH:3]=1, predict the reactants needed to synthesize it. The reactants are: [F:1][C:2]1[CH:10]=[CH:9][C:5]([C:6](Cl)=[O:7])=[CH:4][CH:3]=1.ClC1C=CC(C([NH:18][C:19]2[CH:20]=[N:21][C:22]([OH:25])=[CH:23][CH:24]=2)=O)=CC=1.